This data is from B-cell epitopes from IEDB database with 3,159 antigens for binding position prediction. The task is: Token-level Classification. Given an antigen amino acid sequence, predict which amino acid positions are active epitope sites capable of antibody binding. Output is a list of indices for active positions. (1) Given the antigen sequence: MEEEIAALVIDNGSGMCKAGFAGDDAPRAVFPSIVGRPRHQGVMVGMGQKDSYVGDEAQSKRGILTLKYPIEHGIVTNWDDMEKIWHHTFYNELRVAPEEHPVLLTEAPLNPKANREKMTQIMFETFNTPAMYVAIQAVLSLYASGRTTGIVMDSGDGVTHTVPIYEGYALPHAILRLDLAGRDLTDYLMKILTERGYSFTTTAEREIVRDIKEKLCYVALDFEQEMATAASSSSLEKSYELPDGQVITIGNERFRCPEALFQPSFLGMESCGIHETTFNSIMKCDVDIRKDLYANTVLSGGTTMYPGIADRMQKEITALAPSTMKIKIIAPPERKYSVWIGGSILASLSTFQQMWISKQEYDESGPSIVHRKCF, which amino acid positions are active epitope sites? The epitope positions are: [0, 1, 2, 3, 4, 5, 6, 7, 8, 9, 10, 11, 12, 13, 14]. The amino acids at these positions are: MEEEIAALVIDNGSG. (2) Given the antigen sequence: MKLLILTCLVAVALARPKHPIKHQGLPQEVLNENLLRFFVAPFPEVFGKEKVNELSKDIGSESTEDQAMEDIKQMEAESISSSEEIVPNSVEQKHIQKEDVPSERYLGYLEQLLRLKKYKVPQLEIVPNSAEERLHSMKEGIHAQQKEPMIGVNQELAYFYPELFRQFYQLDAYPSGAWYYVPLGTQYTDAPSFSDIPNPIGSENSEKTTMPLW, which amino acid positions are active epitope sites? The epitope positions are: [55, 56, 57, 58, 59, 60, 61, 62, 63, 64]. The amino acids at these positions are: SKDIGSESTE. (3) Given the antigen sequence: MKKRKVLIPLMALSTILVSSTGNLEVIQAEVKQENRLLNESESSSQGLLGYYFSDLNFQAPMVVTSSTTGDLSIPSSELENIPSENQYFQSAIWSGFIKVKKSDEYTFATSADNHVTMWVDDQEVINKASNSNKIRLEKGRLYQIKIQYQRENPTEKGLDFKLYWTDSQNKKEVISSDNLQLPELKQKSSNSRKKRSTSAGPTVPDRDNDGIPDSLEVEGYTVDVKNKRTFLSPWISNIHEKKGLTKYKSSPEKWSTASDPYSDFEKVTGRIDKNVSPEARHPLVAAYPIVHVDMENIILSKNEDQSTQNTDSETRTISKNTSTSRTHTSEVHGNAEVHASFFDIGGSVSAGFSNSNSSTVAIDHSLSLAGERTWAETMGLNTADTARLNANIRYVNTGTAPIYNVLPTTSLVLGKNQTLATIKAKENQLSQILAPNNYYPSKNLAPIALNAQDDFSSTPITMNYNQFLELEKTKQLRLDTDQVYGNIATYNFENGRVRV..., which amino acid positions are active epitope sites? The epitope positions are: [234, 235, 236, 237, 238, 239, 240, 241, 242, 243]. The amino acids at these positions are: WISNIHEKKG. (4) Given the antigen sequence: MGGWSSKPRQGMGTNLSVPNPLGFFPDHQLDPAFGANSNNPDWDFNPNKDHWPEANQVGAGAFGPGFTPPHGGLLGWSPQAQGILTTVPVAPPPASTNRQSGRQPTPISPPLRDSHPQAMQWNSTTFHQALPDPRVRGLYFPAGGSSSGTVNPVPTTASPISSIFSRTGDPAPNMESTTSGFLGPLLVLQAGFFLLTRILTIPQSLDSWWTSLNFLGGAPTCPGQNSQSPTSNHSPTSCPPICPGYRWMCLRRFIIFLFILLLCLIFLLVLLDYQGMLPVCPLLPGTSTTSTGPCKTCTIPAQGTSVFPSCCCTKPSDGNCTCIPIPSSWAFARFLWEWASVRFSWLSLLVPFVQWFVGLSPTVWLSVIWMMWYWGPSLYNILSPFLPLLPIFFCLWVYI, which amino acid positions are active epitope sites? The epitope positions are: [310, 311, 312, 313, 314, 315, 316, 317, 318, 319, 320, 321, 322, 323, 324]. The amino acids at these positions are: CCCTKPSDGNCTCIP. (5) The epitope positions are: [111, 112, 113, 114, 115, 116, 117, 118, 119, 120, 121, 122]. The amino acids at these positions are: KLKQPGDGNPDP. Given the antigen sequence: MMRKLAILSVSSFLFVEALFQEYQCYGSSSNTRVLNELNYDNAGTNLYNELEMNYYGKQENWYSLKKNSRSLGENDDGNNNNGDNNREGKDEDKRDGNNEDNETLRKPKHKKLKQPGDGNPDPNANPNVDPNANPNVDPNANPNVDPNANPNANPNANPNANPNANPNANPNANPNANPNANPNANPNANPNANPNANPNANPNANPNANPNANPNANPNANPNANPNANPNANPNANPNANPNANPNANPNANPNANPNANPNANPNANPNANPNANPNANPNANPNANPNANPNANPNKNNQGNGQGHNMPNDPNRNVDENANANNAVKNNNNEEPSDKHIEQYLKKIQNSLSTEWSPCSVTCGNGIQVRIKPGSANKPKDELDYENDIEKKICKMEKCSSVFNVVNSSIGLIMVLSFLFLN, which amino acid positions are active epitope sites? (6) Given the antigen sequence: FQPSFLGMESCGIHETTFNSIMKCDVDIRKDLYANTVLSGGTTMYPGIADRMQKEITALAPSTMKIKIIAP, which amino acid positions are active epitope sites? The epitope positions are: [3, 4, 5, 6, 7, 8, 9, 10, 11, 12, 13, 14, 15, 16, 17]. The amino acids at these positions are: SFLGMESCGIHETTF. (7) The epitope positions are: [227, 228, 229, 230, 231, 232, 233, 234]. The amino acids at these positions are: RGPPPPGM. Given the antigen sequence: MTVGKSSKMLQHIDYRMRCILQDGRIFIGTFKAFDKHMNLILCDCDEFRKIKPKNAKQPEREEKRVLGLVLLRGENLVSMTVEGPPPKDTGIARVPLAGAAGGPGVGRAAGRGVPAGVPIPQAPAGLAGPVRGVGGPSQQVMTPQGRGTVAAAAVAATASIAGAPTQYPPGRGTPPPPVGRATPPPGIMAPPPGMRPPMGPPIGLPPARGTPIGMPPPGMRPPPPGIRGPPPPGMRPPRP, which amino acid positions are active epitope sites?